The task is: Predict the product of the given reaction.. This data is from Forward reaction prediction with 1.9M reactions from USPTO patents (1976-2016). (1) Given the reactants [Cl:1][C:2]1[CH:7]=[C:6]([Cl:8])[CH:5]=[CH:4][C:3]=1[C:9]1[O:17][C:16]2[CH:15]=[CH:14][N:13]([C:18]3[CH:19]=[C:20]4[C:24](=[CH:25][CH:26]=3)[N:23]([CH2:27][CH2:28][N:29]3[CH2:33][CH2:32][CH2:31][CH2:30]3)[N:22]=[CH:21]4)[C:12](=[O:34])[C:11]=2[CH:10]=1.Cl.C(OCC)C, predict the reaction product. The product is: [ClH:1].[Cl:1][C:2]1[CH:7]=[C:6]([Cl:8])[CH:5]=[CH:4][C:3]=1[C:9]1[O:17][C:16]2[CH:15]=[CH:14][N:13]([C:18]3[CH:19]=[C:20]4[C:24](=[CH:25][CH:26]=3)[N:23]([CH2:27][CH2:28][N:29]3[CH2:30][CH2:31][CH2:32][CH2:33]3)[N:22]=[CH:21]4)[C:12](=[O:34])[C:11]=2[CH:10]=1. (2) Given the reactants [NH:1]1[C:6]2[CH:7]=[C:8]3[C:13](=[CH:14][C:5]=2[C:4](=[O:15])OC1=O)[CH:12]=[CH:11][CH:10]=[CH:9]3.[NH2:17][C:18]1[CH:23]=[CH:22][C:21]([Cl:24])=[CH:20][N:19]=1, predict the reaction product. The product is: [NH2:1][C:6]1[C:5]([C:4]([NH:17][C:18]2[CH:23]=[CH:22][C:21]([Cl:24])=[CH:20][N:19]=2)=[O:15])=[CH:14][C:13]2[C:8]([CH:7]=1)=[CH:9][CH:10]=[CH:11][CH:12]=2. (3) The product is: [C:4]([O:3][C:1]([N:8]1[CH2:11][CH:10]([O:12][S:21]([CH3:20])(=[O:23])=[O:22])[CH2:9]1)=[O:2])([CH3:7])([CH3:6])[CH3:5]. Given the reactants [C:1]([N:8]1[CH2:11][CH:10]([OH:12])[CH2:9]1)([O:3][C:4]([CH3:7])([CH3:6])[CH3:5])=[O:2].C(N(CC)CC)C.[CH3:20][S:21](Cl)(=[O:23])=[O:22], predict the reaction product. (4) The product is: [OH:8][C:9]1[CH:18]=[CH:17][C:16]2[C:11](=[CH:12][CH:13]=[CH:14][CH:15]=2)[C:10]=1[CH2:19][N:20]1[CH2:25][CH2:24][CH:23]([C:26]([O:28][CH2:29][CH3:30])=[O:27])[CH2:22][CH2:21]1. Given the reactants C([O:8][C:9]1[CH:18]=[CH:17][C:16]2[C:11](=[CH:12][CH:13]=[CH:14][CH:15]=2)[C:10]=1[CH2:19][N:20]1[CH2:25][CH2:24][CH:23]([C:26]([O:28][CH2:29][CH3:30])=[O:27])[CH2:22][CH2:21]1)C1C=CC=CC=1, predict the reaction product. (5) Given the reactants [C:1]([C:3]1[CH:8]=[CH:7][C:6]([CH:9]2[N:14]3[N:15]=[C:16]([N:18]4[C:26](=[O:27])[C:25]5[C:20](=[CH:21][CH:22]=[CH:23][CH:24]=5)[C:19]4=[O:28])[N:17]=[C:13]3[NH:12][C:11]([CH3:29])=[C:10]2[C:30]#[N:31])=[C:5]([S:32]([CH3:35])(=[O:34])=[O:33])[CH:4]=1)#[N:2].[F:36][C:37]([F:48])([F:47])[C:38]1[CH:39]=[C:40](B(O)O)[CH:41]=[CH:42][CH:43]=1.C(N(CC)CC)C.N1C(C)=CC=CC=1C, predict the reaction product. The product is: [C:1]([C:3]1[CH:8]=[CH:7][C:6]([CH:9]2[N:14]3[N:15]=[C:16]([N:18]4[C:19](=[O:28])[C:20]5[C:25](=[CH:24][CH:23]=[CH:22][CH:21]=5)[C:26]4=[O:27])[N:17]=[C:13]3[N:12]([C:42]3[CH:41]=[CH:40][CH:39]=[C:38]([C:37]([F:48])([F:47])[F:36])[CH:43]=3)[C:11]([CH3:29])=[C:10]2[C:30]#[N:31])=[C:5]([S:32]([CH3:35])(=[O:34])=[O:33])[CH:4]=1)#[N:2]. (6) Given the reactants [CH3:1][S:2]([NH2:5])(=[O:4])=[O:3].C1(P(C2CCCCC2)C2C=CC=CC=2C2C(C(C)C)=CC(C(C)C)=CC=2C(C)C)CCCCC1.C(=O)([O-])[O-].[Cs+].[Cs+].Cl[C:47]1[CH:52]=[C:51]([O:53][C@@H:54]([C@@H:56]2[CH2:60][O:59][C:58]([CH3:62])([CH3:61])[O:57]2)[CH3:55])[N:50]=[C:49]([S:63][CH2:64][C:65]2[CH:70]=[CH:69][CH:68]=[C:67]([F:71])[C:66]=2[F:72])[N:48]=1, predict the reaction product. The product is: [F:72][C:66]1[C:67]([F:71])=[CH:68][CH:69]=[CH:70][C:65]=1[CH2:64][S:63][C:49]1[N:48]=[C:47]([NH:5][S:2]([CH3:1])(=[O:4])=[O:3])[CH:52]=[C:51]([O:53][C@@H:54]([C@@H:56]2[CH2:60][O:59][C:58]([CH3:61])([CH3:62])[O:57]2)[CH3:55])[N:50]=1. (7) Given the reactants [CH3:1][C:2]1[N:6]([CH2:7][C:8]2[CH:9]=[CH:10][C:11]([CH2:14][CH2:15][CH2:16][OH:17])=[N:12][CH:13]=2)[N:5]=[C:4]([C:18]2[O:22][N:21]=[C:20]([C:23]3[CH:28]=[CH:27][C:26]([O:29][C:30]([F:33])([F:32])[F:31])=[CH:25][CH:24]=3)[N:19]=2)[CH:3]=1.CC(OI1(OC(C)=O)(OC(C)=O)OC(=O)C2C1=CC=CC=2)=O.C(=O)(O)[O-].[Na+], predict the reaction product. The product is: [CH3:1][C:2]1[N:6]([CH2:7][C:8]2[CH:9]=[CH:10][C:11]([CH2:14][CH2:15][CH:16]=[O:17])=[N:12][CH:13]=2)[N:5]=[C:4]([C:18]2[O:22][N:21]=[C:20]([C:23]3[CH:28]=[CH:27][C:26]([O:29][C:30]([F:33])([F:32])[F:31])=[CH:25][CH:24]=3)[N:19]=2)[CH:3]=1. (8) Given the reactants [CH2:1]([CH:4]1[CH2:9][CH2:8][CH2:7][CH2:6][C:5]1=[CH:10][C:11]([O:13]C(C)(C)C)=[O:12])[CH:2]=[CH2:3].FC(F)(F)C(O)=O, predict the reaction product. The product is: [CH2:1]([CH:4]1[CH2:9][CH2:8][CH2:7][CH2:6][C:5]1=[CH:10][C:11]([OH:13])=[O:12])[CH:2]=[CH2:3]. (9) Given the reactants [Br:1][C:2]1[C:11]2[C:6](=[CH:7][CH:8]=[CH:9][CH:10]=2)[CH:5]=[CH:4][C:3]=1[O:12][C@H:13]1[CH2:17][N:16](C(OC(C)(C)C)=O)[C@H:15]([C:25]([O:27][CH3:28])=[O:26])[CH2:14]1.O1CCOCC1.[ClH:35], predict the reaction product. The product is: [ClH:35].[Br:1][C:2]1[C:11]2[C:6](=[CH:7][CH:8]=[CH:9][CH:10]=2)[CH:5]=[CH:4][C:3]=1[O:12][C@H:13]1[CH2:17][NH:16][C@H:15]([C:25]([O:27][CH3:28])=[O:26])[CH2:14]1.